Dataset: Peptide-MHC class II binding affinity with 134,281 pairs from IEDB. Task: Regression. Given a peptide amino acid sequence and an MHC pseudo amino acid sequence, predict their binding affinity value. This is MHC class II binding data. (1) The binding affinity (normalized) is 0.577. The peptide sequence is GELQIVDKIGAAFKI. The MHC is DRB1_0701 with pseudo-sequence DRB1_0701. (2) The peptide sequence is EIDSADKSGCIHNHD. The MHC is DRB1_0404 with pseudo-sequence DRB1_0404. The binding affinity (normalized) is 0.165. (3) The MHC is DRB1_0301 with pseudo-sequence DRB1_0301. The binding affinity (normalized) is 0.550. The peptide sequence is TILPLMALLTPVTMA. (4) The peptide sequence is TDDNEEPIAPYHFDL. The MHC is HLA-DPA10201-DPB11401 with pseudo-sequence HLA-DPA10201-DPB11401. The binding affinity (normalized) is 0.0298.